This data is from KCNQ2 potassium channel screen with 302,405 compounds. The task is: Binary Classification. Given a drug SMILES string, predict its activity (active/inactive) in a high-throughput screening assay against a specified biological target. (1) The drug is Clc1ccc(NC(=O)CCC(=O)c2ccc(OC)cc2)cc1. The result is 0 (inactive). (2) The molecule is O=C(Nc1ccc(cc1)C)C1CCC(CC1)CNC(=O)C1NCc2c(C1)cccc2. The result is 0 (inactive). (3) The molecule is n1(nnnc1CN1CCN(CC1)c1ccccc1)C1CCCCC1. The result is 0 (inactive). (4) The molecule is O=C(N1CCN(CC1)c1ccc(OC)cc1)Cn1nc(nn1)c1cc(OCC)c(OCC)cc1. The result is 0 (inactive). (5) The drug is S(=O)(=O)(N1CCN(CC1)CC)c1sccc1. The result is 0 (inactive).